From a dataset of CYP2C19 inhibition data for predicting drug metabolism from PubChem BioAssay. Regression/Classification. Given a drug SMILES string, predict its absorption, distribution, metabolism, or excretion properties. Task type varies by dataset: regression for continuous measurements (e.g., permeability, clearance, half-life) or binary classification for categorical outcomes (e.g., BBB penetration, CYP inhibition). Dataset: cyp2c19_veith. (1) The compound is COc1ccc(NC(=O)CCC(=O)c2ccc(-c3ccccc3)cc2)cc1. The result is 0 (non-inhibitor). (2) The compound is C=CCN1CCc2c(cc(O)c(O)c2Br)[C@H](c2ccccc2)C1. The result is 0 (non-inhibitor).